Dataset: Reaction yield outcomes from USPTO patents with 853,638 reactions. Task: Predict the reaction yield, written as a fraction of the theoretical maximum amount of product (1.0 means a 100% yield; for example, 0.34 means a 34% yield). (1) The reactants are Cl.Cl.[NH2:3][C:4]1[CH:5]=[C:6]([NH:10][C:11](=[O:26])[CH2:12][N:13]2[CH2:18][CH2:17][CH:16]([CH2:19][C:20]3[CH:25]=[CH:24][CH:23]=[CH:22][CH:21]=3)[CH2:15][CH2:14]2)[CH:7]=[CH:8][CH:9]=1.N1C=CC=CC=1.[Cl:33]CCl.[CH3:36][S:37]([Cl:40])(=[O:39])=[O:38]. The catalyst is C(=O)([O-])O.[Na+]. The product is [ClH:33].[ClH:40].[CH2:19]([CH:16]1[CH2:17][CH2:18][N:13]([CH2:12][C:11]([NH:10][C:6]2[CH:7]=[CH:8][CH:9]=[C:4]([NH:3][S:37]([CH3:36])(=[O:39])=[O:38])[CH:5]=2)=[O:26])[CH2:14][CH2:15]1)[C:20]1[CH:25]=[CH:24][CH:23]=[CH:22][CH:21]=1. The yield is 0.730. (2) The reactants are [Br:1][C:2]1[C:11]2[C:6](=[CH:7][CH:8]=[CH:9][CH:10]=2)[CH:5]=[N:4][CH:3]=1.C1C=C(Cl)C=C(C(OO)=[O:20])C=1. The catalyst is C(Cl)(Cl)Cl. The product is [Br:1][C:2]1[C:11]2[C:6](=[CH:7][CH:8]=[CH:9][CH:10]=2)[CH:5]=[N+:4]([O-:20])[CH:3]=1. The yield is 0.940. (3) The reactants are CN1C=CN=C1.[CH:7]1([CH2:12][C@H:13]([CH2:34][N:35]([CH:44]=[O:45])[O:36][CH2:37][C:38]2[CH:43]=[CH:42][CH:41]=[CH:40][CH:39]=2)[C:14]([N:16]2[C@H:20]([C:21]([OH:23])=O)[CH2:19][CH2:18][N:17]2[C:24]([O:26][CH2:27][C:28]2[CH:33]=[CH:32][CH:31]=[CH:30][CH:29]=2)=[O:25])=[O:15])[CH2:11][CH2:10][CH2:9][CH2:8]1.S(Cl)(C)(=O)=O.[CH3:51][N:52]([CH2:54][C:55]1[N:60]=[C:59]([NH2:61])[CH:58]=[CH:57][N:56]=1)[CH3:53]. The catalyst is C(Cl)Cl. The product is [CH:7]1([CH2:12][C@H:13]([CH2:34][N:35]([CH:44]=[O:45])[O:36][CH2:37][C:38]2[CH:39]=[CH:40][CH:41]=[CH:42][CH:43]=2)[C:14]([N:16]2[C@H:20]([C:21]([NH:61][C:59]3[CH:58]=[CH:57][N:56]=[C:55]([CH2:54][N:52]([CH3:53])[CH3:51])[N:60]=3)=[O:23])[CH2:19][CH2:18][N:17]2[C:24]([O:26][CH2:27][C:28]2[CH:33]=[CH:32][CH:31]=[CH:30][CH:29]=2)=[O:25])=[O:15])[CH2:8][CH2:9][CH2:10][CH2:11]1. The yield is 0.200. (4) The reactants are Br[C:2]1[CH:10]=[C:9]2[C:5]([CH2:6][CH2:7][C@H:8]2[NH:11][C:12](=[O:18])[O:13][C:14]([CH3:17])([CH3:16])[CH3:15])=[CH:4][CH:3]=1.C1(P(C2C=CC=CC=2)CCCP(C2C=CC=CC=2)C2C=CC=CC=2)C=CC=CC=1. The catalyst is CO.CS(C)=O.C([O-])(=O)C.[Pd+2].C([O-])(=O)C. The product is [C:14]([O:13][C:12]([NH:11][C@H:8]1[C:9]2[C:5](=[CH:4][CH:3]=[C:2]([C:12]([O:13][CH3:14])=[O:18])[CH:10]=2)[CH2:6][CH2:7]1)=[O:18])([CH3:17])([CH3:16])[CH3:15]. The yield is 0.760. (5) The reactants are [NH:1]1[CH:5]=[N:4][C:3]([NH2:6])=[N:2]1.[Si:7]([O:14][CH:15]1[CH2:20][CH2:19][C:18](=O)[CH2:17][CH2:16]1)([C:10]([CH3:13])([CH3:12])[CH3:11])([CH3:9])[CH3:8].C([BH3-])#N.[Na+].O. The catalyst is C(O)(=O)C. The product is [Si:7]([O:14][CH:15]1[CH2:16][CH2:17][CH:18]([NH:6][C:3]2[NH:4][CH:5]=[N:1][N:2]=2)[CH2:19][CH2:20]1)([C:10]([CH3:13])([CH3:12])[CH3:11])([CH3:9])[CH3:8]. The yield is 0.200. (6) The product is [C:1]([C:3]1[CH:4]=[C:5]([N:19]2[C:23]3=[N:24][CH:25]=[CH:26][CH:27]=[C:22]3[C:21]([C:28]([NH2:32])=[O:30])=[N:20]2)[CH:6]=[C:7]([C:9]#[C:10][C@:11]2([OH:18])[CH2:15][CH2:14][N:13]([CH3:16])[C:12]2=[O:17])[CH:8]=1)#[N:2]. No catalyst specified. The yield is 0.330. The reactants are [C:1]([C:3]1[CH:4]=[C:5]([N:19]2[C:23]3=[N:24][CH:25]=[CH:26][CH:27]=[C:22]3[C:21]([C:28]([O:30]C)=O)=[N:20]2)[CH:6]=[C:7]([C:9]#[C:10][C@:11]2([OH:18])[CH2:15][CH2:14][N:13]([CH3:16])[C:12]2=[O:17])[CH:8]=1)#[N:2].[NH3:32]. (7) The yield is 0.360. The product is [CH2:1]([O:3][C:4]([N:6]1[CH2:13][CH:12]2[CH:8]([CH2:9][C:10]3[C:16]([CH2:17][OH:18])=[C:15]([Br:30])[S:14][C:11]=32)[CH2:7]1)=[O:5])[CH3:2]. The catalyst is C(Cl)(Cl)Cl. The reactants are [CH2:1]([O:3][C:4]([N:6]1[CH2:13][CH:12]2[CH:8]([CH2:9][C:10]3[C:16]([CH2:17][OH:18])=[CH:15][S:14][C:11]=32)[CH2:7]1)=[O:5])[CH3:2].CC(O)=O.C1C(=O)N([Br:30])C(=O)C1.